This data is from Catalyst prediction with 721,799 reactions and 888 catalyst types from USPTO. The task is: Predict which catalyst facilitates the given reaction. Reactant: [CH2:1]([C:3]1[N:12]([CH2:13][C:14]2[CH:19]=[CH:18][C:17]([NH:20][CH2:21][CH:22]3[CH2:27][CH2:26][NH:25][CH2:24][CH2:23]3)=[CH:16][CH:15]=2)[C:6]2=[N:7][CH:8]=[CH:9][C:10]([CH3:11])=[C:5]2[N:4]=1)[CH3:2].[CH3:28][N:29]1[CH2:34][CH2:33][C:32](=O)[CH2:31][CH2:30]1.C(O[BH-](OC(=O)C)OC(=O)C)(=O)C.[Na+].[OH-].[Na+]. Product: [CH2:1]([C:3]1[N:12]([CH2:13][C:14]2[CH:19]=[CH:18][C:17]([NH:20][CH2:21][CH:22]3[CH2:23][CH2:24][N:25]([CH:32]4[CH2:33][CH2:34][N:29]([CH3:28])[CH2:30][CH2:31]4)[CH2:26][CH2:27]3)=[CH:16][CH:15]=2)[C:6]2=[N:7][CH:8]=[CH:9][C:10]([CH3:11])=[C:5]2[N:4]=1)[CH3:2]. The catalyst class is: 26.